This data is from Forward reaction prediction with 1.9M reactions from USPTO patents (1976-2016). The task is: Predict the product of the given reaction. Given the reactants [CH2:1]([N:5]([CH2:44][CH2:45][CH2:46][CH3:47])[C:6]([C:8]1[CH:12]=[C:11]([CH3:13])[N:10]([C:14]2[CH:19]=[CH:18][C:17]([N+:20]([O-])=O)=[CH:16][C:15]=2[C:23]([N:25]2[C@H:34]([CH2:35][O:36][Si:37]([C:40]([CH3:43])([CH3:42])[CH3:41])([CH3:39])[CH3:38])[CH2:33][C:32]3[C:27](=[CH:28][CH:29]=[CH:30][CH:31]=3)[CH2:26]2)=[O:24])[N:9]=1)=[O:7])[CH2:2][CH2:3][CH3:4], predict the reaction product. The product is: [NH2:20][C:17]1[CH:18]=[CH:19][C:14]([N:10]2[C:11]([CH3:13])=[CH:12][C:8]([C:6]([N:5]([CH2:44][CH2:45][CH2:46][CH3:47])[CH2:1][CH2:2][CH2:3][CH3:4])=[O:7])=[N:9]2)=[C:15]([C:23]([N:25]2[C@H:34]([CH2:35][O:36][Si:37]([C:40]([CH3:42])([CH3:41])[CH3:43])([CH3:39])[CH3:38])[CH2:33][C:32]3[C:27](=[CH:28][CH:29]=[CH:30][CH:31]=3)[CH2:26]2)=[O:24])[CH:16]=1.